From a dataset of Full USPTO retrosynthesis dataset with 1.9M reactions from patents (1976-2016). Predict the reactants needed to synthesize the given product. (1) Given the product [C:7]([O:11][C:12](=[O:33])[N:13]([CH2:15][CH2:16][CH:17]([C:24]1[CH:25]=[C:26]2[C:30](=[CH:31][CH:32]=1)[N:29]([S:35]([CH3:34])(=[O:37])=[O:36])[CH:28]=[CH:27]2)[C:18]1[CH:23]=[CH:22][CH:21]=[CH:20][CH:19]=1)[CH3:14])([CH3:10])([CH3:8])[CH3:9].[C:7]([O:11][C:12](=[O:33])[N:13]([CH2:15][CH2:16][CH:17]([C:24]1[CH:25]=[C:26]2[C:30](=[CH:31][CH:32]=1)[N:29]([S:35]([CH3:34])(=[O:37])=[O:36])[CH:28]=[C:3]2[S:4]([CH3:6])(=[O:41])=[O:5])[C:18]1[CH:23]=[CH:22][CH:21]=[CH:20][CH:19]=1)[CH3:14])([CH3:10])([CH3:9])[CH3:8], predict the reactants needed to synthesize it. The reactants are: [H-].[Na+].[CH3:3][S:4]([CH3:6])=[O:5].[C:7]([O:11][C:12](=[O:33])[N:13]([CH2:15][CH2:16][CH:17]([C:24]1[CH:25]=[C:26]2[C:30](=[CH:31][CH:32]=1)[NH:29][CH:28]=[CH:27]2)[C:18]1[CH:23]=[CH:22][CH:21]=[CH:20][CH:19]=1)[CH3:14])([CH3:10])([CH3:9])[CH3:8].[CH3:34][S:35](Cl)(=[O:37])=[O:36].CC[O:41]CC. (2) Given the product [ClH:17].[ClH:1].[CH2:3]([N:11]1[CH2:12][CH2:13][N:14]([CH2:18][C:19]([C:21]2[CH:26]=[CH:25][CH:24]=[CH:23][CH:22]=2)=[O:20])[CH2:15][CH2:16]1)[CH2:4][C:5]1[CH:6]=[CH:7][CH:8]=[CH:9][CH:10]=1, predict the reactants needed to synthesize it. The reactants are: [ClH:1].Cl.[CH2:3]([N:11]1[CH2:16][CH2:15][NH:14][CH2:13][CH2:12]1)[CH2:4][C:5]1[CH:10]=[CH:9][CH:8]=[CH:7][CH:6]=1.[Cl:17][CH2:18][C:19]([C:21]1[CH:26]=[CH:25][CH:24]=[CH:23][CH:22]=1)=[O:20].